From a dataset of Catalyst prediction with 721,799 reactions and 888 catalyst types from USPTO. Predict which catalyst facilitates the given reaction. (1) Reactant: [H-].[Na+].Cl[CH2:4][C:5]1[CH:10]=[CH:9][C:8]([C@H:11]2[C@H:16]([O:17][Si:18]([CH:25]([CH3:27])[CH3:26])([CH:22]([CH3:24])[CH3:23])[CH:19]([CH3:21])[CH3:20])[CH2:15][NH:14][CH2:13][C@@H:12]2[O:28][CH:29]([C:40]2[CH:41]=[CH:42][C:43]3[O:48][CH2:47][CH2:46][N:45]([CH2:49][CH2:50][CH2:51][O:52][CH3:53])[C:44]=3[CH:54]=2)[S:30]([C:33]2[CH:38]=[CH:37][C:36]([CH3:39])=[CH:35][CH:34]=2)(=[O:32])=[O:31])=[CH:7][CH:6]=1.[CH2:55]([O:57][CH2:58][C@H:59]([CH3:62])[CH2:60][OH:61])[CH3:56].C(=O)(O)[O-].[Na+]. Product: [CH2:55]([O:57][CH2:58][C@H:59]([CH3:62])[CH2:60][O:61][CH2:4][C:5]1[CH:10]=[CH:9][C:8]([C@H:11]2[C@H:16]([O:17][Si:18]([CH:25]([CH3:27])[CH3:26])([CH:22]([CH3:24])[CH3:23])[CH:19]([CH3:21])[CH3:20])[CH2:15][NH:14][CH2:13][C@@H:12]2[O:28][CH:29]([C:40]2[CH:41]=[CH:42][C:43]3[O:48][CH2:47][CH2:46][N:45]([CH2:49][CH2:50][CH2:51][O:52][CH3:53])[C:44]=3[CH:54]=2)[S:30]([C:33]2[CH:38]=[CH:37][C:36]([CH3:39])=[CH:35][CH:34]=2)(=[O:32])=[O:31])=[CH:7][CH:6]=1)[CH3:56]. The catalyst class is: 9. (2) Reactant: S(=O)(=O)(O)O.[CH2:6]([O:8][C:9]1[C:17]2[O:16][C:15]([CH3:19])([CH3:18])[CH2:14][C:13]=2[CH:12]=[C:11]([CH:20](O)[CH:21]([CH3:23])[CH3:22])[CH:10]=1)[CH3:7].[C:25]([C:27]1[CH:28]=[C:29]([CH:34]=[CH:35][CH:36]=1)[C:30]([O:32][CH3:33])=[O:31])#[N:26].C(O)(=O)C. Product: [CH3:33][O:32][C:30](=[O:31])[C:29]1[CH:34]=[CH:35][CH:36]=[C:27]([C:25]2[C:12]3[C:11](=[CH:10][C:9]([O:8][CH2:6][CH3:7])=[C:17]4[O:16][C:15]([CH3:19])([CH3:18])[CH2:14][C:13]4=3)[CH2:20][C:21]([CH3:23])([CH3:22])[N:26]=2)[CH:28]=1. The catalyst class is: 226.